This data is from Forward reaction prediction with 1.9M reactions from USPTO patents (1976-2016). The task is: Predict the product of the given reaction. (1) The product is: [OH:4][C:5]1[N:6]=[C:7]([C:27]([N:29]([CH3:31])[CH3:30])=[O:28])[C:8]2[CH2:9][CH2:10][N:11]([CH2:18][C:19]3[CH:24]=[CH:23][C:22]([O:25][CH3:26])=[CH:21][CH:20]=3)[C:12](=[O:17])[C:13]=2[C:14]=1[O:15][CH3:16]. Given the reactants C([O:4][C:5]1[N:6]=[C:7]([C:27]([N:29]([CH3:31])[CH3:30])=[O:28])[C:8]2[CH2:9][CH2:10][N:11]([CH2:18][C:19]3[CH:24]=[CH:23][C:22]([O:25][CH3:26])=[CH:21][CH:20]=3)[C:12](=[O:17])[C:13]=2[C:14]=1[O:15][CH3:16])(=O)C.C[O-].[Na+], predict the reaction product. (2) Given the reactants [CH3:1][O:2][C:3]([C:5]1[CH:14]=[CH:13][C:12]2[C:7](=[CH:8][CH:9]=[CH:10][CH:11]=2)[C:6]=1Br)=[O:4], predict the reaction product. The product is: [CH3:1][O:2][C:3]([C:5]1[CH:14]=[CH:13][C:12]2[C:7](=[CH:8][CH:9]=[CH:10][CH:11]=2)[C:6]=1[CH:11]=[CH:10][CH2:9][CH2:8][C:7]1[CH:12]=[CH:13][CH:14]=[CH:5][CH:6]=1)=[O:4]. (3) Given the reactants Br[C:2]1[N:7]=[C:6]([C:8]([O:10][CH3:11])=[O:9])[CH:5]=[CH:4][CH:3]=1.C([O-])(=O)C.[Na+].[C:17]([O:21][C:22]([CH3:25])([CH3:24])[CH3:23])(=[O:20])[CH:18]=[CH2:19], predict the reaction product. The product is: [CH3:11][O:10][C:8]([C:6]1[CH:5]=[CH:4][CH:3]=[C:2]([CH:19]=[CH:18][C:17]([O:21][C:22]([CH3:25])([CH3:24])[CH3:23])=[O:20])[N:7]=1)=[O:9]. (4) Given the reactants [CH3:1][O:2][C:3]1[CH:31]=[CH:30][C:6]([CH2:7][N:8]2[CH:17]=[CH:16][C:15]3[C:10](=[CH:11][CH:12]=[C:13]([C:18]4[CH:19]=[C:20]([CH:25]=[CH:26][C:27]=4[CH3:28])[C:21]([O:23]C)=O)[CH:14]=3)[C:9]2=[O:29])=[CH:5][CH:4]=1.[CH:32]1([NH2:35])[CH2:34][CH2:33]1.C([Mg]Cl)(C)C, predict the reaction product. The product is: [CH:32]1([NH:35][C:21](=[O:23])[C:20]2[CH:25]=[CH:26][C:27]([CH3:28])=[C:18]([C:13]3[CH:14]=[C:15]4[C:10](=[CH:11][CH:12]=3)[C:9](=[O:29])[N:8]([CH2:7][C:6]3[CH:5]=[CH:4][C:3]([O:2][CH3:1])=[CH:31][CH:30]=3)[CH:17]=[CH:16]4)[CH:19]=2)[CH2:34][CH2:33]1. (5) Given the reactants [C:1]([O:5][C:6](=[O:26])[C:7]1[CH:12]=[CH:11][CH:10]=[CH:9][C:8]=1[CH2:13][S:14][C:15]1[NH:16][C:17]2[CH:23]=[C:22]([CH3:24])[C:21]([CH3:25])=[CH:20][C:18]=2[N:19]=1)([CH3:4])([CH3:3])[CH3:2].C(N(CC)CC)C.[C:34](Cl)(=[O:41])[C:35]1[CH:40]=[CH:39][CH:38]=[CH:37][CH:36]=1.O, predict the reaction product. The product is: [C:1]([O:5][C:6](=[O:26])[C:7]1[CH:12]=[CH:11][CH:10]=[CH:9][C:8]=1[CH2:13][S:14][C:15]1[N:16]([C:34]([C:35]2[CH:40]=[CH:39][CH:38]=[CH:37][CH:36]=2)=[O:41])[C:17]2[CH:23]=[C:22]([CH3:24])[C:21]([CH3:25])=[CH:20][C:18]=2[N:19]=1)([CH3:4])([CH3:3])[CH3:2]. (6) Given the reactants Br[CH2:2][C:3]([NH:5][C:6]1[N:7]([CH2:11][C:12]2[CH:17]=[CH:16][C:15]([O:18][CH3:19])=[CH:14][CH:13]=2)[N:8]=[CH:9][CH:10]=1)=[O:4].N1C=CC=CC=1.[F:26][C:27]1[CH:28]=[C:29]([N:33]2[C:37]([SH:38])=[N:36][N:35]=[N:34]2)[CH:30]=[CH:31][CH:32]=1, predict the reaction product. The product is: [F:26][C:27]1[CH:28]=[C:29]([N:33]2[C:37]([S:38][CH2:2][C:3]([NH:5][C:6]3[N:7]([CH2:11][C:12]4[CH:17]=[CH:16][C:15]([O:18][CH3:19])=[CH:14][CH:13]=4)[N:8]=[CH:9][CH:10]=3)=[O:4])=[N:36][N:35]=[N:34]2)[CH:30]=[CH:31][CH:32]=1.